Dataset: Full USPTO retrosynthesis dataset with 1.9M reactions from patents (1976-2016). Task: Predict the reactants needed to synthesize the given product. (1) Given the product [N:6]([C@@H:23]1[CH2:22][CH2:21][O:20][CH2:19][C@@H:18]1[NH:17][C:15](=[O:16])[O:14][C:11]([CH3:12])([CH3:10])[CH3:13])=[N+:7]=[N-:8], predict the reactants needed to synthesize it. The reactants are: C([O-])(=O)C.[Na+].[N-:6]=[N+:7]=[N-:8].[Na+].[CH3:10][C:11]([O:14][C:15]([NH:17][C@@H:18]1[C@@H:23](OS(C)(=O)=O)[CH2:22][CH2:21][O:20][CH2:19]1)=[O:16])([CH3:13])[CH3:12].O. (2) Given the product [C:27]1([C:30]2[CH:31]=[CH:32][CH:33]=[CH:34][CH:35]=2)[CH:26]=[CH:25][C:24]([C:20]2[O:21][C:22]([CH3:23])=[C:18]([CH2:17][CH2:16][O:15][C:12]3[CH:13]=[CH:14][C:9]([O:8][C:5]([CH3:7])([CH3:6])[C:4]([OH:44])=[O:3])=[CH:10][C:11]=3[CH2:36][CH2:37][C:38]3[CH:43]=[CH:42][CH:41]=[CH:40][CH:39]=3)[N:19]=2)=[CH:29][CH:28]=1, predict the reactants needed to synthesize it. The reactants are: C([O:3][C:4](=[O:44])[C:5]([O:8][C:9]1[CH:14]=[CH:13][C:12]([O:15][CH2:16][CH2:17][C:18]2[N:19]=[C:20]([C:24]3[CH:29]=[CH:28][C:27]([C:30]4[CH:35]=[CH:34][CH:33]=[CH:32][CH:31]=4)=[CH:26][CH:25]=3)[O:21][C:22]=2[CH3:23])=[C:11]([CH2:36][CH2:37][C:38]2[CH:43]=[CH:42][CH:41]=[CH:40][CH:39]=2)[CH:10]=1)([CH3:7])[CH3:6])C.[OH-].[Na+].